From a dataset of Peptide-MHC class II binding affinity with 134,281 pairs from IEDB. Regression. Given a peptide amino acid sequence and an MHC pseudo amino acid sequence, predict their binding affinity value. This is MHC class II binding data. (1) The peptide sequence is FTVQKGSDPKKLVLD. The MHC is DRB4_0101 with pseudo-sequence DRB4_0103. The binding affinity (normalized) is 0.0714. (2) The peptide sequence is SYTIVSSLGVDDVGT. The MHC is DRB1_0701 with pseudo-sequence DRB1_0701. The binding affinity (normalized) is 0.780. (3) The peptide sequence is ISGIQYLAGLSTLPGNPA. The binding affinity (normalized) is 0. The MHC is DRB1_0101 with pseudo-sequence DRB1_0101. (4) The binding affinity (normalized) is 0.0476. The MHC is HLA-DQA10201-DQB10202 with pseudo-sequence HLA-DQA10201-DQB10202. The peptide sequence is QRAAEPWRDDQRSRS. (5) The peptide sequence is YVLSSLHIYWGKE. The MHC is DRB4_0101 with pseudo-sequence DRB4_0103. The binding affinity (normalized) is 0.325.